From a dataset of Reaction yield outcomes from USPTO patents with 853,638 reactions. Predict the reaction yield, written as a fraction of the theoretical maximum amount of product (1.0 means a 100% yield; for example, 0.34 means a 34% yield). The reactants are CS(O)(=O)=O.[NH2:6][CH2:7][C:8]1[CH:9]=[C:10]2[C:14](=[CH:15][CH:16]=1)[C:13](=[O:17])[N:12]([CH:18]1[CH2:23][CH2:22][C:21](=[O:24])[NH:20][C:19]1=[O:25])[CH2:11]2.[C:26]1([CH3:35])[CH:31]=[CH:30][C:29]([N:32]=[C:33]=[O:34])=[CH:28][CH:27]=1.Cl. The catalyst is C(#N)C. The product is [O:25]=[C:19]1[CH:18]([N:12]2[CH2:11][C:10]3[C:14](=[CH:15][CH:16]=[C:8]([CH2:7][NH:6][C:33]([NH:32][C:29]4[CH:30]=[CH:31][C:26]([CH3:35])=[CH:27][CH:28]=4)=[O:34])[CH:9]=3)[C:13]2=[O:17])[CH2:23][CH2:22][C:21](=[O:24])[NH:20]1. The yield is 0.460.